Regression. Given a peptide amino acid sequence and an MHC pseudo amino acid sequence, predict their binding affinity value. This is MHC class II binding data. From a dataset of Peptide-MHC class II binding affinity with 134,281 pairs from IEDB. The peptide sequence is QLVPKLDEVYNAAYN. The MHC is HLA-DPA10103-DPB10401 with pseudo-sequence HLA-DPA10103-DPB10401. The binding affinity (normalized) is 0.0423.